Dataset: Experimentally validated miRNA-target interactions with 360,000+ pairs, plus equal number of negative samples. Task: Binary Classification. Given a miRNA mature sequence and a target amino acid sequence, predict their likelihood of interaction. (1) The miRNA is hsa-miR-4710 with sequence GGGUGAGGGCAGGUGGUU. The protein sequence of the target gene is MTSSPVSRVVYNGKRTSSPRSPPSSSEIFTPAHEENVRFIYEAWQGVERDLRGQVPGGERGLVEEYVEKVPNPSLKTFKPIDLSDLKRRSTQDAKKS. Result: 1 (interaction). (2) The miRNA is hsa-miR-4480 with sequence AGCCAAGUGGAAGUUACUUUA. The protein sequence of the target gene is MEVKGQLISSPTFNAPAALFGEAAPQVKSERLRGLLDRQRTLQEALSLKLQELRKVCLQEAELTGQLPPECPLEPGERPQLVRRRPPTARAYPPPHPNQAHHSLCPAEELALEALEREVSVQQQIAAAARRLALAPDLSTEQRRRRRQVQADALRRLHELEEQLRDVRARLGLPVLPLPQPLPLSTGSVITTQGVCLGMRLAQLSQEDVVLHSESSSLSESGASHDNEEPHGCFSLAERPSPPKAWDQLRAVSGGSPERRTPWKPPPSDLYGDLKSRRNSVASPTSPTRSLPRSASSFEG.... Result: 0 (no interaction).